This data is from Forward reaction prediction with 1.9M reactions from USPTO patents (1976-2016). The task is: Predict the product of the given reaction. (1) Given the reactants [Br:1][C:2]1[CH:14]=[CH:13][C:12]2[C:11]3[C:6](=[CH:7][C:8](Br)=[CH:9][CH:10]=3)[C:5]([CH2:24][CH2:25][CH2:26][CH2:27][CH2:28][CH2:29][CH2:30][CH3:31])([CH2:16][CH2:17][CH2:18][CH2:19][CH2:20][CH2:21][CH2:22][CH3:23])[C:4]=2[CH:3]=1.C([Li])CCC.C(O[B:41]1[O:45][C:44]([CH3:47])([CH3:46])[C:43]([CH3:49])([CH3:48])[O:42]1)(C)C, predict the reaction product. The product is: [Br:1][C:2]1[CH:3]=[C:4]2[C:12]([C:11]3[CH:10]=[CH:9][C:8]([B:41]4[O:45][C:44]([CH3:47])([CH3:46])[C:43]([CH3:49])([CH3:48])[O:42]4)=[CH:7][C:6]=3[C:5]2([CH2:16][CH2:17][CH2:18][CH2:19][CH2:20][CH2:21][CH2:22][CH3:23])[CH2:24][CH2:25][CH2:26][CH2:27][CH2:28][CH2:29][CH2:30][CH3:31])=[CH:13][CH:14]=1. (2) Given the reactants [Br:1][C:2]1[C:3]([F:11])=[C:4]([C:7]([F:10])=[CH:8][CH:9]=1)[CH:5]=[O:6].[BH4-].[Na+], predict the reaction product. The product is: [Br:1][C:2]1[C:3]([F:11])=[C:4]([CH2:5][OH:6])[C:7]([F:10])=[CH:8][CH:9]=1. (3) The product is: [CH:15]1([N:19]2[CH2:24][CH2:23][CH:22]([O:25][C:26]3[N:31]=[CH:30][C:29]([C:32]4[N:14]([CH3:13])[C:4](=[O:6])[C:3]5[CH:7]=[CH:8][N:9]=[C:10]([O:11][CH3:12])[C:2]=5[N:1]=4)=[CH:28][N:27]=3)[CH2:21][CH2:20]2)[CH2:18][CH2:17][CH2:16]1. Given the reactants [NH2:1][C:2]1[C:10]([O:11][CH3:12])=[N:9][CH:8]=[CH:7][C:3]=1[C:4]([OH:6])=O.[CH3:13][NH2:14].[CH:15]1([N:19]2[CH2:24][CH2:23][CH:22]([O:25][C:26]3[N:31]=[CH:30][C:29]([CH:32]=O)=[CH:28][N:27]=3)[CH2:21][CH2:20]2)[CH2:18][CH2:17][CH2:16]1, predict the reaction product. (4) Given the reactants [Cl:1][C:2]1[CH:3]=[C:4]([CH2:9][C:10]([O:12][CH3:13])=[O:11])[CH:5]=[C:6]([Cl:8])[CH:7]=1.[H-].[Na+].[CH2:16]([O:18][C:19]([N:21]1[C:30]2[C:25](=[CH:26][C:27]([C:31]([F:34])([F:33])[F:32])=[CH:28][CH:29]=2)[CH:24](Br)[CH2:23][C@H:22]1[CH2:36][CH3:37])=[O:20])[CH3:17].O, predict the reaction product. The product is: [CH2:16]([O:18][C:19]([N:21]1[C:30]2[C:25](=[CH:26][C:27]([C:31]([F:34])([F:32])[F:33])=[CH:28][CH:29]=2)[C@@H:24]([C@H:9]([C:4]2[CH:3]=[C:2]([Cl:1])[CH:7]=[C:6]([Cl:8])[CH:5]=2)[C:10]([O:12][CH3:13])=[O:11])[CH2:23][C@H:22]1[CH2:36][CH3:37])=[O:20])[CH3:17]. (5) Given the reactants C(OC(=O)[N:7]([CH2:13][C:14]1[C:19]([F:20])=[CH:18][C:17]([C:21]2[CH:26]=[CH:25][C:24]([C:27](=[O:29])[NH2:28])=[CH:23][C:22]=2[CH3:30])=[CH:16][C:15]=1[F:31])[CH2:8][CH2:9][CH:10]([CH3:12])[CH3:11])(C)(C)C.[ClH:33], predict the reaction product. The product is: [ClH:33].[F:20][C:19]1[CH:18]=[C:17]([C:21]2[CH:26]=[CH:25][C:24]([C:27]([NH2:28])=[O:29])=[CH:23][C:22]=2[CH3:30])[CH:16]=[C:15]([F:31])[C:14]=1[CH2:13][NH:7][CH2:8][CH2:9][CH:10]([CH3:12])[CH3:11]. (6) Given the reactants [Br-].[Cl:2][C:3]1[S:7][C:6]([Zn+])=[CH:5][CH:4]=1.[CH2:9]([NH:13][C:14]([C:16]1[CH:31]=[CH:30][C:19]2[S:20][C:21]3[CH:29]=[CH:28][CH:27]=[CH:26][C:22]=3[C:23](Cl)=[N:24][C:18]=2[CH:17]=1)=[O:15])[CH:10]([CH3:12])[CH3:11], predict the reaction product. The product is: [CH2:9]([NH:13][C:14]([C:16]1[CH:31]=[CH:30][C:19]2[S:20][C:21]3[CH:29]=[CH:28][CH:27]=[CH:26][C:22]=3[C:23]([C:6]3[S:7][C:3]([Cl:2])=[CH:4][CH:5]=3)=[N:24][C:18]=2[CH:17]=1)=[O:15])[CH:10]([CH3:12])[CH3:11].